From a dataset of Forward reaction prediction with 1.9M reactions from USPTO patents (1976-2016). Predict the product of the given reaction. Given the reactants [C:1]([CH:4]([C:12](=O)[CH3:13])[CH:5]([C:9](=O)[CH3:10])[C:6](=O)[CH3:7])(=O)[CH3:2].[CH2:15]([O:17][C:18]1[CH:23]=[CH:22][C:21]([NH2:24])=[C:20]([F:25])[CH:19]=1)[CH3:16].[NH2:26][NH2:27], predict the reaction product. The product is: [CH2:15]([O:17][C:18]1[CH:23]=[CH:22][C:21]([N:24]2[C:1]([CH3:2])=[C:4]3[C:5]([C:9]([CH3:10])=[N:26][N:27]=[C:12]3[CH3:13])=[C:6]2[CH3:7])=[C:20]([F:25])[CH:19]=1)[CH3:16].